From a dataset of HIV replication inhibition screening data with 41,000+ compounds from the AIDS Antiviral Screen. Binary Classification. Given a drug SMILES string, predict its activity (active/inactive) in a high-throughput screening assay against a specified biological target. The compound is Cc1ccnc2sc3ccccc3c(=O)c12. The result is 0 (inactive).